From a dataset of Retrosynthesis with 50K atom-mapped reactions and 10 reaction types from USPTO. Predict the reactants needed to synthesize the given product. (1) Given the product O=CNc1cc(-c2ccc(Cl)cc2)n(-c2ccc(Cl)cc2Cl)n1, predict the reactants needed to synthesize it. The reactants are: Nc1cc(-c2ccc(Cl)cc2)n(-c2ccc(Cl)cc2Cl)n1.O=CO. (2) Given the product COC(=O)C(C)Oc1cc(C=O)ccc1[N+](=O)[O-], predict the reactants needed to synthesize it. The reactants are: COC(=O)C(C)Br.O=Cc1ccc([N+](=O)[O-])c(O)c1. (3) Given the product CCOC(=O)[C@@H]1CC(c2ccc(C)cn2)=C(C)[C@H]1O, predict the reactants needed to synthesize it. The reactants are: CCOC(=O)[C@@H]1CC(c2ccc(C)cn2)=C(C)[C@H]1OC(C)=O. (4) Given the product Clc1ccc(C(OC2CCNCC2)c2ccc(Cl)cc2Cl)cc1, predict the reactants needed to synthesize it. The reactants are: Clc1ccc(C(OC2CCN(Cc3ccccc3)CC2)c2ccc(Cl)cc2Cl)cc1. (5) The reactants are: COC(=O)c1ccc(-n2c(C)cc(O)c(Br)c2=O)cc1.Fc1ccc(CBr)c(F)c1. Given the product COC(=O)c1ccc(-n2c(C)cc(OCc3ccc(F)cc3F)c(Br)c2=O)cc1, predict the reactants needed to synthesize it.